This data is from Full USPTO retrosynthesis dataset with 1.9M reactions from patents (1976-2016). The task is: Predict the reactants needed to synthesize the given product. (1) The reactants are: C(=O)([O-])[O-].[K+].[K+].Cl.[NH2:8][OH:9].Cl[S:11]([C:14]1[CH:15]=[C:16]([CH:20]=[CH:21][CH:22]=1)[C:17]([OH:19])=[O:18])(=[O:13])=[O:12].S(Cl)(Cl)(=O)=O. Given the product [OH:9][NH:8][S:11]([C:14]1[CH:15]=[C:16]([CH:20]=[CH:21][CH:22]=1)[C:17]([OH:19])=[O:18])(=[O:13])=[O:12], predict the reactants needed to synthesize it. (2) Given the product [CH:7]([OH:8])=[O:21].[N:34]1([CH2:33][CH2:32][N:30]2[CH:31]=[C:27]([C:2]3[S:6][CH:5]=[C:4]([C:7]([N:9]4[CH:18]5[CH:13]([CH2:14][CH2:15][CH2:16][CH2:17]5)[CH2:12][CH2:11][CH2:10]4)=[O:8])[CH:3]=3)[CH:28]=[N:29]2)[CH2:35][CH2:36][O:37][CH2:38][CH2:39]1, predict the reactants needed to synthesize it. The reactants are: Br[C:2]1[S:6][CH:5]=[C:4]([C:7]([N:9]2[C@@H:18]3[C@@H:13]([CH2:14][CH2:15][CH2:16][CH2:17]3)[CH2:12][CH2:11][CH2:10]2)=[O:8])[CH:3]=1.CC1(C)C(C)(C)OB([C:27]2[CH:28]=[N:29][N:30]([CH2:32][CH2:33][N:34]3[CH2:39][CH2:38][O:37][CH2:36][CH2:35]3)[CH:31]=2)[O:21]1.C1(P(C2CCCCC2)C2CCCCC2)CCCCC1.P([O-])([O-])([O-])=O.[K+].[K+].[K+]. (3) Given the product [C:1]([OH:6])(=[O:5])[C:2]([OH:4])=[O:3].[CH2:7]([O:14][NH:15][C@H:16]1[CH2:21][NH:20][C@H:19]([C:22]([O:24][CH2:25][C:26]2[CH:27]=[CH:28][CH:29]=[CH:30][CH:31]=2)=[O:23])[CH2:18][CH2:17]1)[C:8]1[CH:13]=[CH:12][CH:11]=[CH:10][CH:9]=1, predict the reactants needed to synthesize it. The reactants are: [C:1]([OH:6])(=[O:5])[C:2]([OH:4])=[O:3].[CH2:7]([O:14][NH:15][CH:16]1[CH2:21][NH:20][CH:19]([C:22]([O:24][CH2:25][C:26]2[CH:31]=[CH:30][CH:29]=[CH:28][CH:27]=2)=[O:23])[CH2:18][CH2:17]1)[C:8]1[CH:13]=[CH:12][CH:11]=[CH:10][CH:9]=1.C(=O)(O)[O-].[K+].O.O.C(O)(=O)C(O)=O.